Dataset: Catalyst prediction with 721,799 reactions and 888 catalyst types from USPTO. Task: Predict which catalyst facilitates the given reaction. (1) Reactant: [OH-].[Na+].[CH3:3][C:4]1[C:8]([C:9]2[CH:18]=[C:17]3[C:12]([C:13]([NH:33][C:34]4[CH:39]=[CH:38][CH:37]=[C:36]([C:40]([O:42]CC)=[O:41])[CH:35]=4)=[C:14]([C:19]([NH:21][CH2:22][C:23]4[CH:24]=[C:25]([CH:30]=[CH:31][CH:32]=4)[C:26]([O:28]C)=[O:27])=[O:20])[CH:15]=[N:16]3)=[CH:11][CH:10]=2)=[C:7]([CH3:45])[O:6][N:5]=1. Product: [C:40]([C:36]1[CH:35]=[C:34]([NH:33][C:13]2[C:12]3[C:17](=[CH:18][C:9]([C:8]4[C:4]([CH3:3])=[N:5][O:6][C:7]=4[CH3:45])=[CH:10][CH:11]=3)[N:16]=[CH:15][C:14]=2[C:19]([NH:21][CH2:22][C:23]2[CH:24]=[C:25]([CH:30]=[CH:31][CH:32]=2)[C:26]([OH:28])=[O:27])=[O:20])[CH:39]=[CH:38][CH:37]=1)([OH:42])=[O:41]. The catalyst class is: 8. (2) Reactant: [OH:1][C:2]1[CH:7]=[CH:6][C:5]([S:8][C:9]([CH3:15])([CH3:14])[C:10]([O:12][CH3:13])=[O:11])=[CH:4][CH:3]=1.[Cl:16][C:17]1(OCC)[CH:22]=[CH:21][C:20](O)=[CH:19][CH2:18]1.[CH3:27][CH2:28]OC(/N=N/C(OCC)=O)=O.C1(P(C2C=CC=CC=2)C2C=CC=CC=2)C=CC=CC=1. Product: [Cl:16][C:17]1[CH:18]=[CH:19][C:20]([CH2:27][CH2:28][O:1][C:2]2[CH:7]=[CH:6][C:5]([S:8][C:9]([CH3:15])([CH3:14])[C:10]([O:12][CH3:13])=[O:11])=[CH:4][CH:3]=2)=[CH:21][CH:22]=1. The catalyst class is: 1. (3) Reactant: Cl.Cl.[O:3]=[C:4]1[C:18]2[C:13](=[CH:14][CH:15]=[C:16]([C:19]3[CH:20]=[N:21][CH:22]=[C:23]([CH:27]=3)[C:24]([OH:26])=[O:25])[CH:17]=2)[O:12][C:6]2([CH2:11][CH2:10][NH:9][CH2:8][CH2:7]2)[CH2:5]1.[CH:28]1([C:31]2[CH:32]=[CH:33][CH:34]=[C:35]3[C:40]=2[N:39]=[C:38]([C:41](N2C=CN=C2)=[O:42])[CH:37]=[C:36]3[O:48][CH3:49])[CH2:30][CH2:29]1.Cl. Product: [CH:28]1([C:31]2[CH:32]=[CH:33][CH:34]=[C:35]3[C:40]=2[N:39]=[C:38]([C:41]([N:9]2[CH2:10][CH2:11][C:6]4([CH2:5][C:4](=[O:3])[C:18]5[C:13](=[CH:14][CH:15]=[C:16]([C:19]6[CH:20]=[N:21][CH:22]=[C:23]([CH:27]=6)[C:24]([OH:26])=[O:25])[CH:17]=5)[O:12]4)[CH2:7][CH2:8]2)=[O:42])[CH:37]=[C:36]3[O:48][CH3:49])[CH2:29][CH2:30]1. The catalyst class is: 18. (4) The catalyst class is: 1. Reactant: [NH2:1][C:2]1[CH:27]=[CH:26][C:5]([C:6]([NH:8][C:9]2[S:13][C:12]([NH:14][C:15]3[CH:20]=[CH:19][C:18]([O:21][CH3:22])=[CH:17][CH:16]=3)=[N:11][C:10]=2[C:23]([NH2:25])=[O:24])=[O:7])=[CH:4][CH:3]=1.CCN(CC)CC.[CH3:35][S:36](Cl)(=[O:38])=[O:37]. Product: [CH3:22][O:21][C:18]1[CH:19]=[CH:20][C:15]([NH:14][C:12]2[S:13][C:9]([NH:8][C:6](=[O:7])[C:5]3[CH:4]=[CH:3][C:2]([N:1]([S:36]([CH3:35])(=[O:38])=[O:37])[S:36]([CH3:35])(=[O:38])=[O:37])=[CH:27][CH:26]=3)=[C:10]([C:23]([NH2:25])=[O:24])[N:11]=2)=[CH:16][CH:17]=1. (5) Reactant: [C:1]([O:4][C:5]1[CH:13]=[CH:12][C:8]([C:9](Cl)=[O:10])=[CH:7][CH:6]=1)(=[O:3])[CH3:2].[CH2:14]([CH:16]([CH2:21][CH3:22])[CH2:17][C@H:18]([OH:20])[CH3:19])[CH3:15].C1(C)C=CC=CC=1.N1C=CC=CC=1. Product: [C:1]([O:4][C:5]1[CH:13]=[CH:12][C:8]([C:9]([O:20][C@H:18]([CH3:19])[CH2:17][CH:16]([CH2:21][CH3:22])[CH2:14][CH3:15])=[O:10])=[CH:7][CH:6]=1)(=[O:3])[CH3:2]. The catalyst class is: 6. (6) Reactant: [NH2:1][C:2]1[CH:6]=[CH:5][S:4][C:3]=1[C:7]([NH2:9])=[O:8].CC[O-].[Na+].[CH2:14]([O:16][C:17](=[O:23])[C:18](OCC)=O)[CH3:15]. The catalyst class is: 14. Product: [OH:8][C:7]1[C:3]2[S:4][CH:5]=[CH:6][C:2]=2[N:1]=[C:18]([C:17]([O:16][CH2:14][CH3:15])=[O:23])[N:9]=1. (7) Reactant: Br[C:2]1[C:10]2[C:5](=[CH:6][CH:7]=[C:8]([N+:11]([O-:13])=[O:12])[CH:9]=2)[N:4](C(OC(C)(C)C)=O)[CH:3]=1.CC1(C)C(C)(C)OB([C:29]2[CH2:34][CH2:33][N:32]([C:35]([O:37][C:38]([CH3:41])([CH3:40])[CH3:39])=[O:36])[CH2:31][CH:30]=2)O1.C([O-])([O-])=O.[Na+].[Na+]. Product: [N+:11]([C:8]1[CH:9]=[C:10]2[C:5](=[CH:6][CH:7]=1)[NH:4][CH:3]=[C:2]2[C:29]1[CH2:34][CH2:33][N:32]([C:35]([O:37][C:38]([CH3:41])([CH3:40])[CH3:39])=[O:36])[CH2:31][CH:30]=1)([O-:13])=[O:12]. The catalyst class is: 203.